Dataset: Reaction yield outcomes from USPTO patents with 853,638 reactions. Task: Predict the reaction yield, written as a fraction of the theoretical maximum amount of product (1.0 means a 100% yield; for example, 0.34 means a 34% yield). (1) The reactants are S(=O)(=O)(O)[OH:2].[CH3:6][C:7]1[CH:15]=[C:14]([CH3:16])[C:13]([CH3:17])=[CH:12][C:8]=1[CH2:9][C:10]#N.[OH2:18]. No catalyst specified. The product is [CH3:6][C:7]1[CH:15]=[C:14]([CH3:16])[C:13]([CH3:17])=[CH:12][C:8]=1[CH2:9][C:10]([OH:2])=[O:18]. The yield is 0.900. (2) The reactants are [C:1]1([C:7]2[N:11]=[C:10]([N:12]3[CH2:17][CH2:16][CH:15]([C:18]([O:20]CC)=[O:19])[CH2:14][CH2:13]3)[S:9][N:8]=2)[CH:6]=[CH:5][CH:4]=[CH:3][CH:2]=1.[OH-].[Na+].O1CCCC1.Cl. The catalyst is C(O)C. The product is [C:1]1([C:7]2[N:11]=[C:10]([N:12]3[CH2:13][CH2:14][CH:15]([C:18]([OH:20])=[O:19])[CH2:16][CH2:17]3)[S:9][N:8]=2)[CH:2]=[CH:3][CH:4]=[CH:5][CH:6]=1. The yield is 0.892. (3) The yield is 0.730. The catalyst is ClCCl. The product is [Cl:28][C:24]1[CH:25]=[CH:26][CH:27]=[C:22]([Cl:21])[C:23]=1[C:29]1[C:33]([CH2:34][O:1][C:2]2[CH:20]=[CH:19][C:5]3[N:6]=[C:7]([C:9]4[CH:10]=[C:11]([CH:16]=[CH:17][CH:18]=4)[C:12]([O:14][CH3:15])=[O:13])[S:8][C:4]=3[CH:3]=2)=[C:32]([CH:36]([CH3:38])[CH3:37])[O:31][N:30]=1. The reactants are [OH:1][C:2]1[CH:20]=[CH:19][C:5]2[N:6]=[C:7]([C:9]3[CH:10]=[C:11]([CH:16]=[CH:17][CH:18]=3)[C:12]([O:14][CH3:15])=[O:13])[S:8][C:4]=2[CH:3]=1.[Cl:21][C:22]1[CH:27]=[CH:26][CH:25]=[C:24]([Cl:28])[C:23]=1[C:29]1[C:33]([CH2:34]O)=[C:32]([CH:36]([CH3:38])[CH3:37])[O:31][N:30]=1.C1(P(C2C=CC=CC=2)C2C=CC=CC=2)C=CC=CC=1.N(C(OC(C)C)=O)=NC(OC(C)C)=O. (4) The catalyst is ClCCl. The product is [CH3:12][N:13]1[CH2:19][CH2:18][CH2:17][N:16]([C:2]2[N:7]=[CH:6][C:5]([C:8]([O:10][CH3:11])=[O:9])=[CH:4][N:3]=2)[CH2:15][CH2:14]1. The reactants are Cl[C:2]1[N:7]=[CH:6][C:5]([C:8]([O:10][CH3:11])=[O:9])=[CH:4][N:3]=1.[CH3:12][N:13]1[CH2:19][CH2:18][CH2:17][NH:16][CH2:15][CH2:14]1.C(N(C(C)C)C(C)C)C. The yield is 0.940. (5) The reactants are [C:1]1([C:7]2[N:8]=[C:9]([C@H:12]3[CH2:17][CH2:16][C@H:15]([C:18]([O:20]C)=[O:19])[CH2:14][CH2:13]3)[NH:10][CH:11]=2)[CH:6]=[CH:5][CH:4]=[CH:3][CH:2]=1.O.[OH-].[Li+]. The catalyst is C1COCC1.O. The product is [C:1]1([C:7]2[N:8]=[C:9]([C@H:12]3[CH2:13][CH2:14][C@H:15]([C:18]([OH:20])=[O:19])[CH2:16][CH2:17]3)[NH:10][CH:11]=2)[CH:2]=[CH:3][CH:4]=[CH:5][CH:6]=1. The yield is 0.640. (6) The catalyst is CC(C)=O. The yield is 0.510. The product is [Cl:8][CH2:9][C:10]1[N:7]=[C:5]([NH:4][C:1](=[O:3])[CH3:2])[S:6][CH:11]=1. The reactants are [C:1]([NH:4][C:5](=[NH:7])[SH:6])(=[O:3])[CH3:2].[Cl:8][CH2:9][C:10](=O)[CH2:11]Cl.N1C=CC=CC=1. (7) The reactants are C(OC([N:8]1[CH2:14][CH2:13][CH2:12][N:11]([C:15]2[CH:20]=[CH:19][C:18]([Cl:21])=[CH:17][CH:16]=2)[CH2:10][CH2:9]1)=O)(C)(C)C.O1CCOCC1. The catalyst is C(Cl)Cl. The product is [Cl:21][C:18]1[CH:17]=[CH:16][C:15]([N:11]2[CH2:12][CH2:13][CH2:14][NH:8][CH2:9][CH2:10]2)=[CH:20][CH:19]=1. The yield is 0.480.